From a dataset of Forward reaction prediction with 1.9M reactions from USPTO patents (1976-2016). Predict the product of the given reaction. (1) Given the reactants [F:1][C:2]1[CH:7]=[CH:6][C:5]([N:8]2[C:13]([CH3:14])=[CH:12][CH:11]=[C:10]([C:15]([OH:17])=O)[C:9]2=[O:18])=[CH:4][CH:3]=1.[NH2:19][C:20]1[CH:42]=[CH:41][C:23]([O:24][C:25]2[CH:26]=[CH:27][C:28]3[N:29]([C:31]([CH3:40])=[C:32]([NH:34][C:35]([CH:37]4[CH2:39][CH2:38]4)=[O:36])[N:33]=3)[CH:30]=2)=[C:22]([F:43])[CH:21]=1.C(N(CC)C(C)C)(C)C.CN(C(ON1N=NC2C=CC=NC1=2)=[N+](C)C)C.F[P-](F)(F)(F)(F)F.C(=O)([O-])O.[Na+], predict the reaction product. The product is: [CH:37]1([C:35]([NH:34][C:32]2[N:33]=[C:28]3[CH:27]=[CH:26][C:25]([O:24][C:23]4[CH:41]=[CH:42][C:20]([NH:19][C:15]([C:10]5[C:9](=[O:18])[N:8]([C:5]6[CH:4]=[CH:3][C:2]([F:1])=[CH:7][CH:6]=6)[C:13]([CH3:14])=[CH:12][CH:11]=5)=[O:17])=[CH:21][C:22]=4[F:43])=[CH:30][N:29]3[C:31]=2[CH3:40])=[O:36])[CH2:38][CH2:39]1. (2) Given the reactants C(O[BH-](OC(=O)C)OC(=O)C)(=O)C.[Na+].[C:15]([O:19][C:20]([N:22]1[CH2:27][CH2:26][CH:25]([NH:28][CH2:29][C:30]2[S:34][C:33]([CH3:35])=[N:32][C:31]=2[CH3:36])[CH2:24][CH2:23]1)=[O:21])([CH3:18])([CH3:17])[CH3:16].[CH:37]1([CH:40]=O)[CH2:39][CH2:38]1.C(O)(=O)C.[OH-].[Na+], predict the reaction product. The product is: [C:15]([O:19][C:20]([N:22]1[CH2:23][CH2:24][CH:25]([NH:28][CH:29]([CH2:40][CH:37]2[CH2:39][CH2:38]2)[C:30]2[S:34][C:33]([CH3:35])=[N:32][C:31]=2[CH3:36])[CH2:26][CH2:27]1)=[O:21])([CH3:18])([CH3:17])[CH3:16]. (3) Given the reactants [NH2:1][CH2:2][CH2:3][CH2:4][CH2:5][S:6]([NH:9][CH3:10])(=[O:8])=[O:7].[CH3:11][C:12]([O:15][C:16](O[C:16]([O:15][C:12]([CH3:14])([CH3:13])[CH3:11])=[O:17])=[O:17])([CH3:14])[CH3:13], predict the reaction product. The product is: [CH3:10][NH:9][S:6]([CH2:5][CH2:4][CH2:3][CH2:2][NH:1][C:16](=[O:17])[O:15][C:12]([CH3:14])([CH3:13])[CH3:11])(=[O:8])=[O:7].